Dataset: Full USPTO retrosynthesis dataset with 1.9M reactions from patents (1976-2016). Task: Predict the reactants needed to synthesize the given product. (1) Given the product [Cl:15][C:10]1[N:9]=[C:8]([Cl:25])[C:7]([C:1]2[CH:6]=[CH:5][CH:4]=[CH:3][CH:2]=2)=[CH:12][N:11]=1, predict the reactants needed to synthesize it. The reactants are: [C:1]1([C:7]2[C:8](=O)[NH:9][C:10](=O)[NH:11][CH:12]=2)[CH:6]=[CH:5][CH:4]=[CH:3][CH:2]=1.[ClH:15].C(N(CC)CC)C.O=P(Cl)(Cl)[Cl:25]. (2) Given the product [C:1]1([C:7]2[NH:11][C:10]([C:12]3[CH:13]=[C:14]4[C:19](=[CH:20][CH:21]=3)[CH:18]=[C:17]([O:22][CH2:23][C:24]3[NH:30][N:29]=[N:28][N:25]=3)[CH:16]=[CH:15]4)=[CH:9][CH:8]=2)[CH:6]=[CH:5][CH:4]=[CH:3][CH:2]=1, predict the reactants needed to synthesize it. The reactants are: [C:1]1([C:7]2[NH:11][C:10]([C:12]3[CH:13]=[C:14]4[C:19](=[CH:20][CH:21]=3)[CH:18]=[C:17]([O:22][CH2:23][C:24]#[N:25])[CH:16]=[CH:15]4)=[CH:9][CH:8]=2)[CH:6]=[CH:5][CH:4]=[CH:3][CH:2]=1.[Cl-].[NH4+].[N-:28]=[N+:29]=[N-:30].[Na+].Cl. (3) Given the product [C:14]([N:1]1[C:2]2[CH:11]=[C:10]([Br:12])[CH:9]=[C:4]([C:5]([O:7][CH3:8])=[O:6])[C:3]=2[CH:13]=[N:26]1)(=[O:17])[CH3:15], predict the reactants needed to synthesize it. The reactants are: [NH2:1][C:2]1[C:3]([CH3:13])=[C:4]([CH:9]=[C:10]([Br:12])[CH:11]=1)[C:5]([O:7][CH3:8])=[O:6].[C:14]([O-:17])(=O)[CH3:15].[K+].C(OC(=O)C)(=O)C.[N:26](OC(C)(C)C)=O.C1OCCOCCOCCOCCOCCOC1.